From a dataset of Peptide-MHC class II binding affinity with 134,281 pairs from IEDB. Regression. Given a peptide amino acid sequence and an MHC pseudo amino acid sequence, predict their binding affinity value. This is MHC class II binding data. (1) The peptide sequence is YRQIRSGERFLKIWS. The MHC is HLA-DQA10501-DQB10201 with pseudo-sequence HLA-DQA10501-DQB10201. The binding affinity (normalized) is 0.467. (2) The peptide sequence is PVQEFTVPRTKYTAT. The MHC is HLA-DPA10201-DPB11401 with pseudo-sequence HLA-DPA10201-DPB11401. The binding affinity (normalized) is 0.290. (3) The peptide sequence is RGLKLATALSLSNKF. The MHC is DRB1_0101 with pseudo-sequence DRB1_0101. The binding affinity (normalized) is 0.819. (4) The peptide sequence is GLVGAVGGTATAGAF. The MHC is HLA-DQA10301-DQB10302 with pseudo-sequence HLA-DQA10301-DQB10302. The binding affinity (normalized) is 0.246. (5) The peptide sequence is GELQIVDKIDAANKI. The MHC is DRB1_1201 with pseudo-sequence DRB1_1201. The binding affinity (normalized) is 0.605. (6) The peptide sequence is TGHGTVVMQVKVPKG. The MHC is DRB1_0404 with pseudo-sequence DRB1_0404. The binding affinity (normalized) is 0.352. (7) The MHC is HLA-DPA10201-DPB10101 with pseudo-sequence HLA-DPA10201-DPB10101. The peptide sequence is DGLVRDANNYEQQEQ. The binding affinity (normalized) is 0.